From a dataset of Catalyst prediction with 721,799 reactions and 888 catalyst types from USPTO. Predict which catalyst facilitates the given reaction. Reactant: C([O:4][CH:5]1[C:11]2[CH:12]=[C:13]([F:16])[CH:14]=[CH:15][C:10]=2[CH2:9][CH2:8][CH:7]([NH:17][C:18]([N:20]2[CH2:25][CH2:24][N:23]([C:26]3[C:35]4[C:30](=[CH:31][C:32]([Cl:36])=[CH:33][CH:34]=4)[N:29]=[CH:28][CH:27]=3)[CH2:22][CH2:21]2)=[O:19])[CH2:6]1)(=O)C.[Li+].[OH-]. Product: [Cl:36][C:32]1[CH:31]=[C:30]2[C:35]([C:26]([N:23]3[CH2:24][CH2:25][N:20]([C:18]([NH:17][CH:7]4[CH2:6][CH:5]([OH:4])[C:11]5[CH:12]=[C:13]([F:16])[CH:14]=[CH:15][C:10]=5[CH2:9][CH2:8]4)=[O:19])[CH2:21][CH2:22]3)=[CH:27][CH:28]=[N:29]2)=[CH:34][CH:33]=1. The catalyst class is: 20.